From a dataset of Forward reaction prediction with 1.9M reactions from USPTO patents (1976-2016). Predict the product of the given reaction. (1) The product is: [CH2:18]([C:15]1[N:16]=[CH:17][C:10]2[CH:9]=[CH:8][C:5]3=[N:6][CH:7]=[C:2]([C:24]4[CH:23]=[N:22][N:21]([CH3:20])[CH:25]=4)[CH:3]=[C:4]3[C:12](=[O:13])[C:11]=2[CH:14]=1)[CH3:19]. Given the reactants Cl[C:2]1[CH:3]=[C:4]2[C:12](=[O:13])[C:11]3[CH:14]=[C:15]([CH2:18][CH3:19])[N:16]=[CH:17][C:10]=3[CH:9]=[CH:8][C:5]2=[N:6][CH:7]=1.[CH3:20][N:21]1[CH:25]=[C:24](B2OC(C)(C)C(C)(C)O2)[CH:23]=[N:22]1.F[B-](F)(F)F.C([PH+](C(C)(C)C)C(C)(C)C)(C)(C)C.[F-].[K+], predict the reaction product. (2) Given the reactants C[Si](C)(C)C1C=C(C=CC=1)N.Cl[C:13]1[C:18]([Cl:19])=[CH:17][CH:16]=[CH:15][N:14]=1.[CH3:20][C@@H:21]1[CH2:26][NH:25][CH2:24][CH2:23][NH:22]1, predict the reaction product. The product is: [CH3:20][CH:21]1[NH:22][CH2:23][CH2:24][N:25]([C:13]2[C:18]([Cl:19])=[CH:17][CH:16]=[CH:15][N:14]=2)[CH2:26]1. (3) Given the reactants [NH2:1][C:2]1[CH:9]=[CH:8][C:5]([C:6]#[N:7])=[CH:4][C:3]=1[S:10][CH3:11].Cl.[N:13]([O-])=O.[Na+].[Sn](Cl)Cl, predict the reaction product. The product is: [NH:1]([C:2]1[CH:9]=[CH:8][C:5]([C:6]#[N:7])=[CH:4][C:3]=1[S:10][CH3:11])[NH2:13]. (4) Given the reactants Cl[C:2]1[N:7]=[CH:6][C:5]2[C:8]([CH:30]3[CH2:32][CH2:31]3)=[N:9][N:10]([C:11]([C:24]3[CH:29]=[CH:28][CH:27]=[CH:26][CH:25]=3)([C:18]3[CH:23]=[CH:22][CH:21]=[CH:20][CH:19]=3)[C:12]3[CH:17]=[CH:16][CH:15]=[CH:14][CH:13]=3)[C:4]=2[CH:3]=1.[F:33][C:34]1[CH:44]=[CH:43][C:37]([CH2:38][NH:39][C:40]([NH2:42])=[O:41])=[CH:36][CH:35]=1.CC1(C)C2C(=C(P(C3C=CC=CC=3)C3C=CC=CC=3)C=CC=2)OC2C(P(C3C=CC=CC=3)C3C=CC=CC=3)=CC=CC1=2.C(=O)([O-])[O-].[Cs+].[Cs+], predict the reaction product. The product is: [CH:30]1([C:8]2[C:5]3[CH:6]=[N:7][C:2]([NH:42][C:40]([NH:39][CH2:38][C:37]4[CH:43]=[CH:44][C:34]([F:33])=[CH:35][CH:36]=4)=[O:41])=[CH:3][C:4]=3[N:10]([C:11]([C:12]3[CH:13]=[CH:14][CH:15]=[CH:16][CH:17]=3)([C:24]3[CH:25]=[CH:26][CH:27]=[CH:28][CH:29]=3)[C:18]3[CH:19]=[CH:20][CH:21]=[CH:22][CH:23]=3)[N:9]=2)[CH2:31][CH2:32]1.